From a dataset of Peptide-MHC class II binding affinity with 134,281 pairs from IEDB. Regression. Given a peptide amino acid sequence and an MHC pseudo amino acid sequence, predict their binding affinity value. This is MHC class II binding data. (1) The peptide sequence is ETIVENLLANVYHQI. The MHC is DRB1_0404 with pseudo-sequence DRB1_0404. The binding affinity (normalized) is 0.382. (2) The peptide sequence is VVIFELKFRYKYLRE. The MHC is DRB1_0301 with pseudo-sequence DRB1_0301. The binding affinity (normalized) is 0.553. (3) The peptide sequence is LGHRDALEDDLLNRN. The MHC is DRB1_1101 with pseudo-sequence DRB1_1101. The binding affinity (normalized) is 0.181. (4) The peptide sequence is EEDIEKIPIQEEEY. The MHC is HLA-DQA10301-DQB10302 with pseudo-sequence HLA-DQA10301-DQB10302. The binding affinity (normalized) is 0.745. (5) The peptide sequence is QTYYLSMEYLQGRAL. The MHC is HLA-DPA10301-DPB10402 with pseudo-sequence HLA-DPA10301-DPB10402. The binding affinity (normalized) is 0.767.